From a dataset of Reaction yield outcomes from USPTO patents with 853,638 reactions. Predict the reaction yield, written as a fraction of the theoretical maximum amount of product (1.0 means a 100% yield; for example, 0.34 means a 34% yield). (1) The reactants are [C:1]1([CH2:7][N:8]2[CH2:13][C:12](=[O:14])[N:11]([CH2:15][C:16]3[CH:21]=[CH:20][CH:19]=[CH:18][CH:17]=3)[CH2:10][C:9]2=[O:22])[CH:6]=[CH:5][CH:4]=[CH:3][CH:2]=1.C([N-]C(C)C)(C)C.[Li+].[O:31]=[C:32]1[CH2:35][N:34]([C:36]([O:38][C:39]([CH3:42])([CH3:41])[CH3:40])=[O:37])[CH2:33]1. The catalyst is C1COCC1. The product is [O:14]=[C:12]1[N:11]([CH2:15][C:16]2[CH:21]=[CH:20][CH:19]=[CH:18][CH:17]=2)[CH2:10][C:9](=[O:22])[N:8]([CH2:7][C:1]2[CH:2]=[CH:3][CH:4]=[CH:5][CH:6]=2)[CH:13]1[C:32]1([OH:31])[CH2:33][N:34]([C:36]([O:38][C:39]([CH3:41])([CH3:40])[CH3:42])=[O:37])[CH2:35]1. The yield is 0.500. (2) The reactants are [Cl:1][C:2]1[CH:17]=[CH:16][C:15]([C@H:18]2[C@H:23]([O:24][CH2:25][C:26]3[CH:31]=[CH:30][CH:29]=[CH:28][CH:27]=3)[C@@H:22]([O:32][CH2:33][C:34]3[CH:39]=[CH:38][CH:37]=[CH:36][CH:35]=3)[C@H:21]([O:40][CH2:41][C:42]3[CH:47]=[CH:46][CH:45]=[CH:44][CH:43]=3)[C@@H:20]([CH2:48][O:49][CH2:50][C:51]3[CH:56]=[CH:55][CH:54]=[CH:53][CH:52]=3)[O:19]2)=[CH:14][C:3]=1[CH2:4][C:5]1[CH:10]=[CH:9][C:8]([CH2:11][CH2:12][OH:13])=[CH:7][CH:6]=1.S([O-])([O-])(=O)=O.[Na+].[Na+].[F:64][C:65]([F:73])(S(F)(=O)=O)C(O)=O.O. The catalyst is C(#N)C. The product is [CH2:41]([O:40][C@H:21]1[C@H:22]([O:32][CH2:33][C:34]2[CH:39]=[CH:38][CH:37]=[CH:36][CH:35]=2)[C@@H:23]([O:24][CH2:25][C:26]2[CH:31]=[CH:30][CH:29]=[CH:28][CH:27]=2)[C@H:18]([C:15]2[CH:16]=[CH:17][C:2]([Cl:1])=[C:3]([CH2:4][C:5]3[CH:6]=[CH:7][C:8]([CH2:11][CH2:12][O:13][CH:65]([F:73])[F:64])=[CH:9][CH:10]=3)[CH:14]=2)[O:19][C@@H:20]1[CH2:48][O:49][CH2:50][C:51]1[CH:52]=[CH:53][CH:54]=[CH:55][CH:56]=1)[C:42]1[CH:43]=[CH:44][CH:45]=[CH:46][CH:47]=1. The yield is 0.330. (3) The reactants are [CH2:1]=O.[BH3-][C:4]#[N:5].[Na+].N[C:8]1[CH:17]=[CH:16][C:11]([C:12]([O:14][CH3:15])=[O:13])=[C:10]([OH:18])[CH:9]=1. The catalyst is C(O)(=O)C. The product is [CH3:1][N:5]([CH3:4])[C:8]1[CH:17]=[CH:16][C:11]([C:12]([O:14][CH3:15])=[O:13])=[C:10]([OH:18])[CH:9]=1. The yield is 0.780.